This data is from Catalyst prediction with 721,799 reactions and 888 catalyst types from USPTO. The task is: Predict which catalyst facilitates the given reaction. (1) Reactant: O1C=CN=C1.O[CH2:7][C@@H:8]([NH:13][C:14]([C:16]1[N:21]=[N:20][C:19]([C:22]([N:24]2[CH2:29][CH2:28][N:27]([C:30]([O:32][C:33]([CH3:36])([CH3:35])[CH3:34])=[O:31])[CH2:26][CH2:25]2)=[O:23])=[CH:18][C:17]=1[CH2:37][C:38]1[C:47]2[C:42](=[CH:43][CH:44]=[CH:45][CH:46]=2)[CH:41]=[CH:40][CH:39]=1)=[O:15])[CH2:9][CH:10]([CH3:12])[CH3:11]. Product: [CH2:9]([C:8]1[N:13]=[C:14]([C:16]2[N:21]=[N:20][C:19]([C:22]([N:24]3[CH2:25][CH2:26][N:27]([C:30]([O:32][C:33]([CH3:34])([CH3:36])[CH3:35])=[O:31])[CH2:28][CH2:29]3)=[O:23])=[CH:18][C:17]=2[CH2:37][C:38]2[C:47]3[C:42](=[CH:43][CH:44]=[CH:45][CH:46]=3)[CH:41]=[CH:40][CH:39]=2)[O:15][CH:7]=1)[CH:10]([CH3:11])[CH3:12]. The catalyst class is: 828. (2) Reactant: [Cl:1][C:2]1[CH:7]=[C:6]([C:8]2([C:13]([OH:15])=O)[CH2:12][CH2:11][CH2:10][CH2:9]2)[CH:5]=[CH:4][N:3]=1.C(N(CC)CC)C.ClC(OCC)=O.[N-:29]=[N+:30]=[N-:31].[Na+]. Product: [Cl:1][C:2]1[CH:7]=[C:6]([C:8]2([C:13]([N:29]=[N+:30]=[N-:31])=[O:15])[CH2:12][CH2:11][CH2:10][CH2:9]2)[CH:5]=[CH:4][N:3]=1. The catalyst class is: 20.